This data is from Reaction yield outcomes from USPTO patents with 853,638 reactions. The task is: Predict the reaction yield, written as a fraction of the theoretical maximum amount of product (1.0 means a 100% yield; for example, 0.34 means a 34% yield). (1) The reactants are [C:1]([O:5][C:6](=[O:41])[CH:7]([NH:13][C:14](=[O:40])[CH2:15][CH2:16][CH2:17][CH2:18][CH2:19][CH2:20][CH2:21][CH2:22][CH2:23][CH2:24][CH2:25][CH2:26][CH2:27][CH2:28][CH2:29][CH2:30][CH2:31][CH2:32][C:33]([O:35][C:36]([CH3:39])([CH3:38])[CH3:37])=[O:34])[CH2:8][CH2:9][C:10]([OH:12])=[O:11])([CH3:4])([CH3:3])[CH3:2].CCN(C(C)C)C(C)C.[B-](F)(F)(F)F.CN(C(O[N:64]1[C:69](=[O:70])[CH2:68][CH2:67][C:65]1=[O:66])=[N+](C)C)C. The catalyst is C1COCC1.C(#N)C. The product is [O:66]=[C:65]1[CH2:67][CH2:68][C:69](=[O:70])[N:64]1[O:11][C:10](=[O:12])[CH2:9][CH2:8][CH:7]([NH:13][C:14](=[O:40])[CH2:15][CH2:16][CH2:17][CH2:18][CH2:19][CH2:20][CH2:21][CH2:22][CH2:23][CH2:24][CH2:25][CH2:26][CH2:27][CH2:28][CH2:29][CH2:30][CH2:31][CH2:32][C:33]([O:35][C:36]([CH3:39])([CH3:38])[CH3:37])=[O:34])[C:6]([O:5][C:1]([CH3:4])([CH3:2])[CH3:3])=[O:41]. The yield is 0.810. (2) The reactants are [C:1]([O:5][C:6]([NH:8][CH2:9][CH2:10][CH2:11][CH2:12][CH2:13][CH2:14][CH2:15][CH2:16][CH2:17][CH2:18][CH2:19][C:20]([OH:22])=O)=[O:7])([CH3:4])([CH3:3])[CH3:2].C(N1C=CN=C1)(N1C=CN=C1)=O.[CH3:35][N:36]([CH3:41])[CH2:37][CH2:38][CH2:39][NH2:40]. The catalyst is C1COCC1. The product is [C:1]([O:5][C:6](=[O:7])[NH:8][CH2:9][CH2:10][CH2:11][CH2:12][CH2:13][CH2:14][CH2:15][CH2:16][CH2:17][CH2:18][CH2:19][C:20](=[O:22])[NH:40][CH2:39][CH2:38][CH2:37][N:36]([CH3:41])[CH3:35])([CH3:2])([CH3:3])[CH3:4]. The yield is 0.340. (3) The yield is 0.740. The reactants are FC(F)(F)C([O-])=O.COC1C=CC(C[N:17]2[C:21]3=[N:22][CH:23]=[CH:24][C:25]([O:26][C:27]4[CH:32]=[CH:31][C:30]([C:33](=[O:41])[NH:34][C:35]5[S:36][CH:37]=[C:38]([CH3:40])[N:39]=5)=[CH:29][CH:28]=4)=[C:20]3[C:19]([NH:42][C@@H:43]3[CH2:48][CH2:47][CH2:46][NH2+:45][CH2:44]3)=[N:18]2)=CC=1. The catalyst is C(O)(C(F)(F)F)=O. The product is [CH3:40][C:38]1[N:39]=[C:35]([NH:34][C:33](=[O:41])[C:30]2[CH:31]=[CH:32][C:27]([O:26][C:25]3[CH:24]=[CH:23][N:22]=[C:21]4[NH:17][N:18]=[C:19]([NH:42][C@@H:43]5[CH2:48][CH2:47][CH2:46][NH:45][CH2:44]5)[C:20]=34)=[CH:28][CH:29]=2)[S:36][CH:37]=1. (4) The reactants are [OH:1][C:2]1[CH:7]=[CH:6][C:5]([C:8]2[CH:13]=[CH:12][C:11]([CH:14]=O)=[C:10]([CH3:16])[CH:9]=2)=[CH:4][CH:3]=1.Cl.[NH2:18][OH:19].N1C=CC=CC=1. The catalyst is CO. The product is [OH:1][C:2]1[CH:7]=[CH:6][C:5]([C:8]2[CH:13]=[CH:12][C:11]([CH:14]=[N:18][OH:19])=[C:10]([CH3:16])[CH:9]=2)=[CH:4][CH:3]=1. The yield is 0.530.